From a dataset of Full USPTO retrosynthesis dataset with 1.9M reactions from patents (1976-2016). Predict the reactants needed to synthesize the given product. (1) Given the product [CH2:39]([O:46][C:20]([NH:17][C@H:8]1[CH2:9][CH2:10][CH2:11][C@@H:6]([C:4]([O:3][CH2:1][CH3:2])=[O:5])[CH2:7]1)=[O:29])[C:40]1[CH:45]=[CH:44][CH:43]=[CH:42][CH:41]=1, predict the reactants needed to synthesize it. The reactants are: [CH2:1]([O:3][C:4]([C@@H:6]1[CH2:11][CH2:10][CH2:9][C@H:8](C(O)=O)[CH2:7]1)=[O:5])[CH3:2].C([N:17]([CH2:20]C)CC)C.C1C=CC(P(N=[N+]=[N-])(C2C=CC=CC=2)=[O:29])=CC=1.[CH2:39]([OH:46])[C:40]1[CH:45]=[CH:44][CH:43]=[CH:42][CH:41]=1. (2) Given the product [CH3:14][O:13][C:8]1[CH:9]=[CH:10][C:11]([C:20]2[CH2:21][CH2:22][CH2:23][C:18](=[O:17])[CH:19]=2)=[CH:12][CH:7]=1, predict the reactants needed to synthesize it. The reactants are: C([Li])CCC.Br[C:7]1[CH:12]=[CH:11][CH:10]=[CH:9][C:8]=1[O:13][CH3:14].C([O:17][C:18]1[CH2:23][CH2:22][CH2:21][C:20](=O)[CH:19]=1)C.Cl. (3) Given the product [CH3:8][C:6]1[CH:7]=[C:2]([C:31]#[C:32][CH3:33])[CH:3]=[C:4]([CH3:28])[C:5]=1[C:9]1[C:10](=[O:27])[CH:11]([CH2:16][C:17]2[N:22]=[C:21]([NH:23][CH3:24])[C:20]([C:25]#[N:26])=[CH:19][CH:18]=2)[CH2:12][C:13]=1[O:14][CH3:15], predict the reactants needed to synthesize it. The reactants are: Br[C:2]1[CH:7]=[C:6]([CH3:8])[C:5]([C:9]2[C:10](=[O:27])[CH:11]([CH2:16][C:17]3[N:22]=[C:21]([NH:23][CH3:24])[C:20]([C:25]#[N:26])=[CH:19][CH:18]=3)[CH2:12][C:13]=2[O:14][CH3:15])=[C:4]([CH3:28])[CH:3]=1.[F-].[Cs+].[CH2:31]([Sn](CCCC)(CCCC)C#CC)[CH2:32][CH2:33]C.CN(C)C=O. (4) Given the product [ClH:1].[CH2:16]([N:18]([CH2:19][CH3:20])[CH2:2][C:3]([C:5]1[CH:10]=[C:9]([N+:11]([O-:13])=[O:12])[C:8]([OH:14])=[C:7]([OH:15])[CH:6]=1)=[O:4])[CH3:17], predict the reactants needed to synthesize it. The reactants are: [Cl:1][CH2:2][C:3]([C:5]1[CH:10]=[C:9]([N+:11]([O-:13])=[O:12])[C:8]([OH:14])=[C:7]([OH:15])[CH:6]=1)=[O:4].[CH2:16]([NH:18][CH2:19][CH3:20])[CH3:17]. (5) The reactants are: [C:1]([N:8]1[CH2:13][CH2:12][CH:11](O)[CH2:10][CH2:9]1)([O:3][C:4]([CH3:7])([CH3:6])[CH3:5])=[O:2].N1C=CN=C1.C1(P(C2C=CC=CC=2)C2C=CC=CC=2)C=CC=CC=1.[I:39]I. Given the product [I:39][CH:11]1[CH2:12][CH2:13][N:8]([C:1]([O:3][C:4]([CH3:7])([CH3:6])[CH3:5])=[O:2])[CH2:9][CH2:10]1, predict the reactants needed to synthesize it. (6) Given the product [CH3:15][O:14][C:11]1[N:10]2[N:16]=[C:17]([CH:19]([CH3:21])[CH3:20])[CH:18]=[C:9]2[C:8]([C:5]2[CH:4]=[CH:3][C:2](=[O:24])[NH:7][N:6]=2)=[CH:13][CH:12]=1, predict the reactants needed to synthesize it. The reactants are: Cl[C:2]1[N:7]=[N:6][C:5]([C:8]2[C:9]3[N:10]([N:16]=[C:17]([CH:19]([CH3:21])[CH3:20])[CH:18]=3)[C:11]([O:14][CH3:15])=[CH:12][CH:13]=2)=[CH:4][CH:3]=1.C(O)(=[O:24])C. (7) Given the product [O:3]1[C:7]2[CH:8]=[CH:9][C:10]([C:12]3[CH:17]=[CH:16][N:15]=[C:14]([N:18]([CH3:39])[CH2:19][CH2:20][CH2:21][O:22][C:23]4[CH:24]=[C:25]5[C:29](=[CH:30][CH:31]=4)[C@H:28]([CH2:32][C:33]([O:35][CH2:36][CH3:37])=[O:34])[CH2:27][CH2:26]5)[N:13]=3)=[CH:11][C:6]=2[O:5][CH2:4]1, predict the reactants needed to synthesize it. The reactants are: [H-].[Na+].[O:3]1[C:7]2[CH:8]=[CH:9][C:10]([C:12]3[CH:17]=[CH:16][N:15]=[C:14]([NH:18][CH2:19][CH2:20][CH2:21][O:22][C:23]4[CH:24]=[C:25]5[C:29](=[CH:30][CH:31]=4)[C@H:28]([CH2:32][C:33]([O:35][CH2:36][CH3:37])=[O:34])[CH2:27][CH2:26]5)[N:13]=3)=[CH:11][C:6]=2[O:5][CH2:4]1.I[CH3:39].[Cl-].[NH4+]. (8) Given the product [CH2:5]1[C:2]2[CH:9]=[CH:8][C:7]([C:15]([C:16]3[CH:21]=[CH:20][CH:19]=[CH:18][CH:17]=3)([C:23]3[CH:28]=[CH:27][CH:26]=[CH:25][CH:24]=3)[OH:22])=[CH:6][C:3]=2[CH2:4]1, predict the reactants needed to synthesize it. The reactants are: Br[C:2]12[CH:9]=[CH:8][CH:7]=[CH:6][CH:3]1[CH2:4][CH2:5]2.C([Li])CCC.[C:15]([C:23]1[CH:28]=[CH:27][CH:26]=[CH:25][CH:24]=1)(=[O:22])[C:16]1[CH:21]=[CH:20][CH:19]=[CH:18][CH:17]=1.